From a dataset of Reaction yield outcomes from USPTO patents with 853,638 reactions. Predict the reaction yield, written as a fraction of the theoretical maximum amount of product (1.0 means a 100% yield; for example, 0.34 means a 34% yield). (1) The yield is 0.990. The reactants are [CH3:1][O:2][C:3](=[O:20])[C:4]1[CH:9]=[C:8]([NH2:10])[C:7]([NH2:11])=[C:6]([Cl:12])[C:5]=1[NH:13][C:14]1[CH:19]=[CH:18][CH:17]=[CH:16][CH:15]=1.[C:21](O)(=O)C.C(N)=N. The catalyst is CCO.CCOC(C)=O. The product is [CH3:1][O:2][C:3]([C:4]1[C:5]([NH:13][C:14]2[CH:15]=[CH:16][CH:17]=[CH:18][CH:19]=2)=[C:6]([Cl:12])[C:7]2[N:11]=[CH:21][NH:10][C:8]=2[CH:9]=1)=[O:20]. (2) The reactants are [CH3:1][C:2]1[CH:11]=[C:10]([CH3:12])[CH:9]=[CH:8][C:3]=1[C:4]([NH:6][NH2:7])=[O:5].[N:13]#[C:14]Br.C([O-])(O)=O.[Na+]. The catalyst is O1CCOCC1.O. The product is [CH3:1][C:2]1[CH:11]=[C:10]([CH3:12])[CH:9]=[CH:8][C:3]=1[C:4]1[O:5][C:14]([NH2:13])=[N:7][N:6]=1. The yield is 0.820. (3) The reactants are [F:1][CH:2]([F:12])[C:3]1[C:7]([C:8](Cl)=[O:9])=[CH:6][N:5]([CH3:11])[N:4]=1.[S:13]1[CH:17]=[C:16]([CH2:18][NH:19][CH:20]2[CH2:22][CH2:21]2)[N:15]=[CH:14]1.C(N(CC)CC)C.CCCCC.C(OCC)(=O)C. The catalyst is O1CCCC1. The product is [CH:20]1([N:19]([CH2:18][C:16]2[N:15]=[CH:14][S:13][CH:17]=2)[C:8]([C:7]2[C:3]([CH:2]([F:12])[F:1])=[N:4][N:5]([CH3:11])[CH:6]=2)=[O:9])[CH2:22][CH2:21]1. The yield is 0.510. (4) The reactants are [F:1][C:2]([F:25])([F:24])[C:3]1[CH:4]=[C:5]([NH:13][C:14](SC)=[C:15]([S:18]([CH3:21])(=[O:20])=[O:19])[C:16]#[N:17])[CH:6]=[C:7]([C:9]([F:12])([F:11])[F:10])[CH:8]=1. The catalyst is C(N)(C)C. The product is [F:12][C:9]([F:11])([F:10])[C:7]1[CH:6]=[C:5]([NH:13][C:14]([NH:13][CH:5]([CH3:6])[CH3:4])=[C:15]([S:18]([CH3:21])(=[O:19])=[O:20])[C:16]#[N:17])[CH:4]=[C:3]([C:2]([F:24])([F:25])[F:1])[CH:8]=1. The yield is 0.740.